From a dataset of Catalyst prediction with 721,799 reactions and 888 catalyst types from USPTO. Predict which catalyst facilitates the given reaction. (1) Reactant: [CH3:1][S:2]([C:5]1[CH:10]=[CH:9][C:8]([C:11]2[CH:12]=[C:13]3[CH2:27][C:18]4([CH2:26][C:20]5([CH2:25][CH2:24][NH:23][CH2:22][CH2:21]5)[CH2:19]4)[O:17][C:14]3=[CH:15][N:16]=2)=[CH:7][CH:6]=1)(=[O:4])=[O:3].Cl[C:29]1[N:34]=[CH:33][C:32]([CH2:35][CH3:36])=[CH:31][N:30]=1.C(=O)([O-])[O-].[K+].[K+].CN1CCCC1=O. Product: [CH2:35]([C:32]1[CH:31]=[N:30][C:29]([N:23]2[CH2:22][CH2:21][C:20]3([CH2:26][C:18]4([O:17][C:14]5=[CH:15][N:16]=[C:11]([C:8]6[CH:9]=[CH:10][C:5]([S:2]([CH3:1])(=[O:4])=[O:3])=[CH:6][CH:7]=6)[CH:12]=[C:13]5[CH2:27]4)[CH2:19]3)[CH2:25][CH2:24]2)=[N:34][CH:33]=1)[CH3:36]. The catalyst class is: 6. (2) Reactant: [NH2:1][C:2]1[CH:3]=[C:4]([C:8]2[C:17]3[C:12](=[C:13]([C:18]([F:21])([F:20])[F:19])[CH:14]=[CH:15][CH:16]=3)[N:11]=[CH:10][C:9]=2[C:22]([C:24]2[CH:29]=[CH:28][CH:27]=[CH:26][CH:25]=2)=[O:23])[CH:5]=[CH:6][CH:7]=1.CO[CH:32]1[CH2:36][CH2:35][CH:34](OC)O1. Product: [C:24]1([C:22]([C:9]2[CH:10]=[N:11][C:12]3[C:17]([C:8]=2[C:4]2[CH:5]=[CH:6][CH:7]=[C:2]([N:1]4[CH:32]=[CH:36][CH:35]=[CH:34]4)[CH:3]=2)=[CH:16][CH:15]=[CH:14][C:13]=3[C:18]([F:21])([F:19])[F:20])=[O:23])[CH:25]=[CH:26][CH:27]=[CH:28][CH:29]=1. The catalyst class is: 15. (3) Reactant: [Cl:1][C:2]1[CH:3]=[C:4]([CH:9]=[CH:10][C:11]=1[CH2:12][N:13]1[C:21]2[C:16](=[CH:17][CH:18]=[CH:19][CH:20]=2)[C:15]([C:22]2[N:27]=[C:26]([NH:28][C:29]3[CH:34]=[CH:33][N:32]=[CH:31][CH:30]=3)[C:25]([O:35][CH3:36])=[CH:24][N:23]=2)=[N:14]1)[C:5]([O:7]C)=[O:6].[OH-].[Na+].C(O)(=O)C. Product: [Cl:1][C:2]1[CH:3]=[C:4]([CH:9]=[CH:10][C:11]=1[CH2:12][N:13]1[C:21]2[C:16](=[CH:17][CH:18]=[CH:19][CH:20]=2)[C:15]([C:22]2[N:27]=[C:26]([NH:28][C:29]3[CH:34]=[CH:33][N:32]=[CH:31][CH:30]=3)[C:25]([O:35][CH3:36])=[CH:24][N:23]=2)=[N:14]1)[C:5]([OH:7])=[O:6]. The catalyst class is: 125. (4) Reactant: [Br:1][C:2]1[C:3](Cl)=[N:4][CH:5]=[CH:6][CH:7]=1.[OH:9][CH:10]1[CH2:15][CH2:14][NH:13][CH2:12][CH2:11]1.C(=O)([O-])[O-].[K+].[K+]. Product: [Br:1][C:2]1[C:3]([N:13]2[CH2:14][CH2:15][CH:10]([OH:9])[CH2:11][CH2:12]2)=[N:4][CH:5]=[CH:6][CH:7]=1. The catalyst class is: 3.